Dataset: Reaction yield outcomes from USPTO patents with 853,638 reactions. Task: Predict the reaction yield, written as a fraction of the theoretical maximum amount of product (1.0 means a 100% yield; for example, 0.34 means a 34% yield). (1) The reactants are [CH2:1]([O:4][N:5]([C@H:18]1[CH2:23][N:22](C(OC(C)(C)C)=O)[C@H:21]([C:31](=[O:33])[NH2:32])[CH:20]=[C:19]1[CH3:34])[S:6]([C:9]1[CH:14]=[CH:13][CH:12]=[CH:11][C:10]=1[N+:15]([O-:17])=[O:16])(=[O:8])=[O:7])[CH:2]=[CH2:3]. The catalyst is C(Cl)Cl.[Br-].[Zn+2].[Br-]. The product is [CH2:1]([O:4][N:5]([C@H:18]1[CH2:23][NH:22][C@H:21]([C:31]([NH2:32])=[O:33])[CH:20]=[C:19]1[CH3:34])[S:6]([C:9]1[CH:14]=[CH:13][CH:12]=[CH:11][C:10]=1[N+:15]([O-:17])=[O:16])(=[O:8])=[O:7])[CH:2]=[CH2:3]. The yield is 0.840. (2) The reactants are [F:1][C:2]1[CH:3]=[CH:4][C:5]([O:11][CH3:12])=[C:6](B(O)O)[CH:7]=1.I[C:14]1[C:19]([F:20])=[C:18]([F:21])[C:17]([F:22])=[C:16]([F:23])[C:15]=1[F:24].C(=O)([O-])[O-].[K+].[K+]. The catalyst is C1(C)C=CC=CC=1.[Br-].C([N+](CCCC)(CCCC)CCCC)CCC.C1C=CC([P]([Pd]([P](C2C=CC=CC=2)(C2C=CC=CC=2)C2C=CC=CC=2)([P](C2C=CC=CC=2)(C2C=CC=CC=2)C2C=CC=CC=2)[P](C2C=CC=CC=2)(C2C=CC=CC=2)C2C=CC=CC=2)(C2C=CC=CC=2)C2C=CC=CC=2)=CC=1. The product is [F:20][C:19]1[C:18]([F:21])=[C:17]([F:22])[C:16]([F:23])=[C:15]([F:24])[C:14]=1[C:6]1[CH:7]=[C:2]([F:1])[CH:3]=[CH:4][C:5]=1[O:11][CH3:12]. The yield is 0.280. (3) The reactants are [Br:1][C:2]1[CH:3]=[C:4]([CH:7]=[CH:8][C:9]=1[OH:10])[CH:5]=[O:6].C(Cl)Cl.C(N(C(C)C)CC)(C)C.[CH3:23][O:24][CH2:25][CH2:26][O:27][CH2:28]Cl. The catalyst is C1COCC1. The product is [Br:1][C:2]1[CH:3]=[C:4]([CH:7]=[CH:8][C:9]=1[O:10][CH2:23][O:24][CH2:25][CH2:26][O:27][CH3:28])[CH:5]=[O:6]. The yield is 0.990. (4) The reactants are [NH:1]1[C:9]2[C:4](=[CH:5][CH:6]=[CH:7][CH:8]=2)[C:3](/[CH:10]=[CH:11]/[C:12]2[CH:17]=[CH:16][CH:15]=[CH:14][C:13]=2[NH2:18])=[N:2]1.[CH3:19][C:20]1[CH:24]=[CH:23][S:22][C:21]=1[CH:25]=O.C1(C)C=CC(S(O)(=O)=O)=CC=1. The catalyst is C1(C)C=CC=CC=1. The product is [NH:1]1[C:9]2[C:4](=[CH:5][CH:6]=[CH:7][CH:8]=2)[C:3]([CH:10]=[CH:11][C:12]2[CH:17]=[CH:16][CH:15]=[CH:14][C:13]=2/[N:18]=[CH:25]/[C:21]2[S:22][CH:23]=[CH:24][C:20]=2[CH3:19])=[N:2]1. The yield is 0.880. (5) The reactants are [Cl:1][C:2]1[CH:3]=[CH:4][C:5]([NH:18][CH2:19][CH:20]2[CH2:25][CH2:24][NH:23][CH2:22][CH2:21]2)=[C:6]([CH:17]=1)[C:7]([NH:9][C:10]1[CH:15]=[CH:14][C:13]([CH3:16])=[CH:12][N:11]=1)=[O:8].[CH3:26][CH2:27][C:28](=O)[CH2:29][CH3:30].C([BH3-])#N.[Na+]. The catalyst is CO.C(O)(=O)C.O1CCCC1. The product is [Cl:1][C:2]1[CH:3]=[CH:4][C:5]([NH:18][CH2:19][CH:20]2[CH2:25][CH2:24][N:23]([CH:28]([CH2:29][CH3:30])[CH2:27][CH3:26])[CH2:22][CH2:21]2)=[C:6]([CH:17]=1)[C:7]([NH:9][C:10]1[CH:15]=[CH:14][C:13]([CH3:16])=[CH:12][N:11]=1)=[O:8]. The yield is 0.390. (6) The reactants are C(NC(C)C)(C)C.C([Li])CCC.[Br:13][C:14]1[CH:15]=[CH:16][C:17]2[S:21][CH:20]=[CH:19][C:18]=2[CH:22]=1.Cl[Si:24]([CH3:27])([CH3:26])[CH3:25]. The catalyst is C1COCC1. The product is [Br:13][C:14]1[CH:15]=[CH:16][C:17]2[S:21][C:20]([Si:24]([CH3:27])([CH3:26])[CH3:25])=[CH:19][C:18]=2[CH:22]=1. The yield is 0.980. (7) The reactants are [Br:1][C:2]1[CH:9]=[C:8]([F:10])[C:5]([CH:6]=O)=[C:4]([F:11])[CH:3]=1.C(O[BH-](OC(=O)C)OC(=O)C)(=O)C.[Na+].[CH2:26]([NH:28][CH2:29][CH3:30])[CH3:27]. No catalyst specified. The product is [Br:1][C:2]1[CH:9]=[C:8]([F:10])[C:5]([CH2:6][N:28]([CH2:29][CH3:30])[CH2:26][CH3:27])=[C:4]([F:11])[CH:3]=1. The yield is 0.860. (8) The reactants are [CH3:1][C:2]1[S:6][C:5]([C:7]([OH:9])=O)=[CH:4][CH:3]=1.[Br:10][C:11]1[CH:17]=[C:16]([O:18][CH3:19])[CH:15]=[CH:14][C:12]=1[NH2:13]. No catalyst specified. The product is [Br:10][C:11]1[CH:17]=[C:16]([O:18][CH3:19])[CH:15]=[CH:14][C:12]=1[N:13]([C:7]([C:5]1[S:6][C:2]([CH3:1])=[CH:3][CH:4]=1)=[O:9])[C:7]([C:5]1[S:6][C:2]([CH3:1])=[CH:3][CH:4]=1)=[O:9]. The yield is 0.570. (9) The reactants are [CH:1]([C:4]1[C:13]2[C:8](=[CH:9][C:10]([O:16][CH3:17])=[C:11]([O:14][CH3:15])[CH:12]=2)[CH:7]=[C:6]([OH:18])[N:5]=1)([CH3:3])[CH3:2].[ClH:19].[Cl:20][CH2:21][C:22]1[C:23]([NH:34][CH2:35][C:36]([F:39])([F:38])[F:37])=[N:24][C:25]2[C:30]([CH:31]=1)=[CH:29][C:28]([O:32][CH3:33])=[CH:27][CH:26]=2.[Li+].[OH-]. The catalyst is C1COCC1.C(Cl)Cl. The product is [ClH:20].[ClH:19].[CH:1]([C:4]1[C:13]2[C:8](=[CH:9][C:10]([O:16][CH3:17])=[C:11]([O:14][CH3:15])[CH:12]=2)[C:7]([CH2:21][C:22]2[C:23]([NH:34][CH2:35][C:36]([F:39])([F:37])[F:38])=[N:24][C:25]3[C:30]([CH:31]=2)=[CH:29][C:28]([O:32][CH3:33])=[CH:27][CH:26]=3)=[C:6]([OH:18])[N:5]=1)([CH3:3])[CH3:2]. The yield is 0.150.